From a dataset of NCI-60 drug combinations with 297,098 pairs across 59 cell lines. Regression. Given two drug SMILES strings and cell line genomic features, predict the synergy score measuring deviation from expected non-interaction effect. Drug 1: CCC1=C2CN3C(=CC4=C(C3=O)COC(=O)C4(CC)O)C2=NC5=C1C=C(C=C5)O. Drug 2: C(CCl)NC(=O)N(CCCl)N=O. Cell line: HOP-92. Synergy scores: CSS=8.73, Synergy_ZIP=-7.26, Synergy_Bliss=-1.39, Synergy_Loewe=-7.70, Synergy_HSA=-0.740.